From a dataset of Full USPTO retrosynthesis dataset with 1.9M reactions from patents (1976-2016). Predict the reactants needed to synthesize the given product. (1) Given the product [NH2:32][C:33]1[CH:34]=[C:35]([C:36]2[O:31][C:3]3[CH:4]=[CH:5][C:6]4[NH:7][C:8]([C:14]5[C:15](=[O:30])[N:16]([NH:25][CH2:26][CH:27]([CH3:29])[CH3:28])[C:17]6[C:22]([C:23]=5[OH:24])=[CH:21][CH:20]=[CH:19][CH:18]=6)=[N:9][S:10](=[O:12])(=[O:13])[C:11]=4[C:2]=3[N:1]=2)[CH:39]=[CH:40][CH:41]=1, predict the reactants needed to synthesize it. The reactants are: [NH2:1][C:2]1[C:11]2[S:10](=[O:13])(=[O:12])[N:9]=[C:8]([C:14]3[C:15](=[O:30])[N:16]([NH:25][CH2:26][CH:27]([CH3:29])[CH3:28])[C:17]4[C:22]([C:23]=3[OH:24])=[CH:21][CH:20]=[CH:19][CH:18]=4)[NH:7][C:6]=2[CH:5]=[CH:4][C:3]=1[OH:31].[NH2:32][C:33]1[CH:34]=[C:35]([CH:39]=[CH:40][CH:41]=1)[C:36](O)=O. (2) Given the product [Br:8][C:5]1[CH:6]=[CH:7][C:2]2[N:3]([CH:15]=[C:14]([C:13]3[CH:18]=[CH:19][C:10]([F:9])=[CH:11][CH:12]=3)[N:1]=2)[CH:4]=1, predict the reactants needed to synthesize it. The reactants are: [NH2:1][C:2]1[CH:7]=[CH:6][C:5]([Br:8])=[CH:4][N:3]=1.[F:9][C:10]1[CH:19]=[CH:18][C:13]([C:14](=O)[CH2:15]Br)=[CH:12][CH:11]=1.[OH-].[Na+].